Dataset: Forward reaction prediction with 1.9M reactions from USPTO patents (1976-2016). Task: Predict the product of the given reaction. (1) Given the reactants [Cl:1][C:2]1[CH:3]=[C:4]([F:9])[C:5](N)=[N:6][CH:7]=1.[BrH:10].BrBr.N([O-])=O.[Na+].[OH-].[Na+], predict the reaction product. The product is: [Br:10][C:5]1[C:4]([F:9])=[CH:3][C:2]([Cl:1])=[CH:7][N:6]=1. (2) Given the reactants [Cl:1][C:2]1[CH:7]=[C:6](Cl)[N:5]=[C:4]([CH3:9])[N:3]=1.[NH2:10][NH2:11].C(=O)([O-])[O-].[K+].[K+], predict the reaction product. The product is: [Cl:1][C:2]1[CH:7]=[C:6]([NH:10][NH2:11])[N:5]=[C:4]([CH3:9])[N:3]=1. (3) Given the reactants [F:1][C:2]1[CH:7]=[CH:6][C:5]([CH2:8][C:9](=O)[CH3:10])=[C:4]([N+:12]([O-])=O)[CH:3]=1.[Sn](Cl)Cl.C1(P(C2C=CC=CC=2)C2C=CC=CC=2)C=CC=CC=1.[C]=O, predict the reaction product. The product is: [F:1][C:2]1[CH:3]=[C:4]2[C:5]([CH:8]=[C:9]([CH3:10])[NH:12]2)=[CH:6][CH:7]=1. (4) Given the reactants [Cl:1][C:2]1[N:7]=[N:6][C:5]([NH2:8])=[CH:4][CH:3]=1.Br[CH2:10][C:11](=O)[CH3:12], predict the reaction product. The product is: [Cl:1][C:2]1[CH:3]=[CH:4][C:5]2[N:6]([CH:10]=[C:11]([CH3:12])[N:8]=2)[N:7]=1. (5) Given the reactants [Li+].[OH-].[Cl:3][C:4]1[CH:38]=[CH:37][CH:36]=[C:35]([Cl:39])[C:5]=1[C:6]([NH:8][C@H:9]([C:31]([O:33]C)=[O:32])[CH2:10][C:11]1[CH:16]=[CH:15][C:14]([O:17][CH2:18][CH:19]([C:21]2[CH:30]=[CH:29][C:28]3[CH2:27][CH2:26][CH2:25][NH:24][C:23]=3[N:22]=2)[CH3:20])=[CH:13][CH:12]=1)=[O:7], predict the reaction product. The product is: [Cl:3][C:4]1[CH:38]=[CH:37][CH:36]=[C:35]([Cl:39])[C:5]=1[C:6]([NH:8][C@H:9]([C:31]([OH:33])=[O:32])[CH2:10][C:11]1[CH:12]=[CH:13][C:14]([O:17][CH2:18][CH:19]([C:21]2[CH:30]=[CH:29][C:28]3[CH2:27][CH2:26][CH2:25][NH:24][C:23]=3[N:22]=2)[CH3:20])=[CH:15][CH:16]=1)=[O:7].